Dataset: Peptide-MHC class I binding affinity with 185,985 pairs from IEDB/IMGT. Task: Regression. Given a peptide amino acid sequence and an MHC pseudo amino acid sequence, predict their binding affinity value. This is MHC class I binding data. The peptide sequence is RLEELLPAV. The MHC is HLA-A02:03 with pseudo-sequence HLA-A02:03. The binding affinity (normalized) is 0.498.